This data is from Catalyst prediction with 721,799 reactions and 888 catalyst types from USPTO. The task is: Predict which catalyst facilitates the given reaction. (1) Reactant: [O:1]=[S:2]1(=[O:50])[CH2:7][CH2:6][N:5]([CH2:8][CH2:9][NH:10][C@:11]23[CH2:46][CH2:45][C@@H:44]([C@H:47](O)[CH3:48])[C@@H:12]2[C@@H:13]2[C@@:26]([CH3:29])([CH2:27][CH2:28]3)[C@@:25]3([CH3:30])[C@@H:16]([C@:17]4([CH3:43])[C@@H:22]([CH2:23][CH2:24]3)[C:21]([CH3:32])([CH3:31])[C:20]([C:33]3[CH:42]=[CH:41][C:36]([C:37]([O:39][CH3:40])=[O:38])=[CH:35][CH:34]=3)=[CH:19][CH2:18]4)[CH2:15][CH2:14]2)[CH2:4][CH2:3]1.C(OCC([C@H]1[C@@H]2[C@@H]3[C@@](C)(CC[C@@]2(NCCN2CCS(=O)(=O)CC2)CC1)[C@@]1(C)[C@@H]([C@]2(C)[C@@H](CC1)C(C)(C)C(C1C=CC(C(OC)=O)=CC=1)=CC2)CC3)(O)C)(=O)C.CCN(S(F)(F)F)CC.C(O)(C(F)(F)F)=O. Product: [O:50]=[S:2]1(=[O:1])[CH2:7][CH2:6][N:5]([CH2:8][CH2:9][NH:10][C@:11]23[CH2:46][CH2:45][C:44](=[CH:47][CH3:48])[C@@H:12]2[C@@H:13]2[C@@:26]([CH3:29])([CH2:27][CH2:28]3)[C@@:25]3([CH3:30])[C@@H:16]([C@:17]4([CH3:43])[C@@H:22]([CH2:23][CH2:24]3)[C:21]([CH3:32])([CH3:31])[C:20]([C:33]3[CH:42]=[CH:41][C:36]([C:37]([O:39][CH3:40])=[O:38])=[CH:35][CH:34]=3)=[CH:19][CH2:18]4)[CH2:15][CH2:14]2)[CH2:4][CH2:3]1. The catalyst class is: 2. (2) Reactant: [Cl:1][C:2]1[N:7]=[CH:6][C:5]([NH2:8])=[CH:4][CH:3]=1.Br[C:10]1[CH:18]=[CH:17][C:16]([CH3:19])=[CH:15][C:11]=1[C:12]([OH:14])=[O:13].C([O-])([O-])=O.[K+].[K+].O. Product: [Cl:1][C:2]1[N:7]=[CH:6][C:5]([NH:8][C:10]2[CH:18]=[CH:17][C:16]([CH3:19])=[CH:15][C:11]=2[C:12]([OH:14])=[O:13])=[CH:4][CH:3]=1. The catalyst class is: 57.